Task: Predict the reaction yield, written as a fraction of the theoretical maximum amount of product (1.0 means a 100% yield; for example, 0.34 means a 34% yield).. Dataset: Reaction yield outcomes from USPTO patents with 853,638 reactions The reactants are [N+:1]([C:4]1[C:13]2[C:8](=[CH:9][CH:10]=[CH:11][CH:12]=2)[C:7]([OH:14])=[CH:6][CH:5]=1)([O-:3])=[O:2].Cl.Cl[CH2:17][CH2:18][N:19]1[CH2:24][CH2:23][O:22][CH2:21][CH2:20]1.[OH-].[Na+].C(=O)([O-])[O-].[K+].[K+]. The catalyst is CN1CCCC1=O.O. The product is [N+:1]([C:4]1[C:13]2[C:8](=[CH:9][CH:10]=[CH:11][CH:12]=2)[C:7]([O:14][CH2:17][CH2:18][N:19]2[CH2:24][CH2:23][O:22][CH2:21][CH2:20]2)=[CH:6][CH:5]=1)([O-:3])=[O:2]. The yield is 0.880.